This data is from Reaction yield outcomes from USPTO patents with 853,638 reactions. The task is: Predict the reaction yield, written as a fraction of the theoretical maximum amount of product (1.0 means a 100% yield; for example, 0.34 means a 34% yield). (1) The reactants are Br[CH2:2][C:3]([C:5]1[CH:10]=[CH:9][N:8]=[C:7]([S:11][CH3:12])[N:6]=1)=O.[CH3:13][C:14]([CH3:19])([CH3:18])[C:15](=[S:17])[NH2:16]. The catalyst is CCO. The product is [C:14]([C:15]1[S:17][CH:2]=[C:3]([C:5]2[CH:10]=[CH:9][N:8]=[C:7]([S:11][CH3:12])[N:6]=2)[N:16]=1)([CH3:19])([CH3:18])[CH3:13]. The yield is 0.890. (2) The reactants are [CH3:1][O:2][C:3]1[CH:4]=[CH:5][C:6]2[N:11]=[CH:10][C:9](=[O:12])[N:8]([CH2:13][CH2:14][C@@H:15]3[CH2:17][O:16]3)[C:7]=2[N:18]=1.[NH2:19][C@@H:20]1[CH2:24][N:23]([C:25]2[CH:26]=[CH:27][C:28]3[O:29][CH2:30][C:31](=[O:35])[NH:32][C:33]=3[N:34]=2)[C:22](=[O:36])[CH2:21]1. The catalyst is C(O)C.O. The product is [OH:16][C@H:15]([CH2:14][CH2:13][N:8]1[C:9](=[O:12])[CH:10]=[N:11][C:6]2[CH:5]=[CH:4][C:3]([O:2][CH3:1])=[N:18][C:7]1=2)[CH2:17][NH:19][C@@H:20]1[CH2:24][N:23]([C:25]2[CH:26]=[CH:27][C:28]3[O:29][CH2:30][C:31](=[O:35])[NH:32][C:33]=3[N:34]=2)[C:22](=[O:36])[CH2:21]1. The yield is 0.360. (3) The reactants are [CH:1]1[C:10]2[C:5](=[CH:6][CH:7]=[CH:8][CH:9]=2)[CH:4]=[CH:3][C:2]=1[NH:11][C:12]1[S:13][C:14]([NH:22][C:23]([C:25]2[CH:29]=[CH:28][S:27][CH:26]=2)=[O:24])=[C:15]([C:17]([O:19]CC)=O)[N:16]=1.[CH3:30][NH2:31]. The catalyst is C1COCC1.O. The product is [CH3:30][NH:31][C:17]([C:15]1[N:16]=[C:12]([NH:11][C:2]2[CH:3]=[CH:4][C:5]3[C:10](=[CH:9][CH:8]=[CH:7][CH:6]=3)[CH:1]=2)[S:13][C:14]=1[NH:22][C:23]([C:25]1[CH:29]=[CH:28][S:27][CH:26]=1)=[O:24])=[O:19]. The yield is 0.580. (4) The reactants are [NH:1]1[CH2:6][CH2:5][NH:4][CH2:3][CH2:2]1.Cl[CH2:8][C:9]1[N:18]([C:19]2[CH:24]=[CH:23][CH:22]=[CH:21][C:20]=2[O:25][CH:26]([CH3:28])[CH3:27])[C:17](=[O:29])[C:16]2[C:11](=[CH:12][CH:13]=[CH:14][CH:15]=2)[N:10]=1. The catalyst is C1COCC1. The product is [CH:26]([O:25][C:20]1[CH:21]=[CH:22][CH:23]=[CH:24][C:19]=1[N:18]1[C:17](=[O:29])[C:16]2[C:11](=[CH:12][CH:13]=[CH:14][CH:15]=2)[N:10]=[C:9]1[CH2:8][N:1]1[CH2:6][CH2:5][NH:4][CH2:3][CH2:2]1)([CH3:28])[CH3:27]. The yield is 0.770. (5) The reactants are [N+:1]([C:4]1[CH:17]=[CH:16][C:15]2[C:14](=[O:18])[C:13]3[C:8](=[CH:9][C:10]([N+:19]([O-])=O)=[CH:11][CH:12]=3)[C:7](=[O:22])[C:6]=2[CH:5]=1)([O-])=O.C(O)C.[OH-].[Na+].O.O.O.O.O.O.O.O.O.[S-2].[Na+].[Na+]. The catalyst is O. The product is [NH2:1][C:4]1[CH:17]=[CH:16][C:15]2[C:14](=[O:18])[C:13]3[C:8](=[CH:9][C:10]([NH2:19])=[CH:11][CH:12]=3)[C:7](=[O:22])[C:6]=2[CH:5]=1. The yield is 0.770. (6) The reactants are [F:1][C:2]1[CH:31]=[CH:30][C:5]([CH2:6][N:7]([CH2:21][C:22]2[CH:27]=[CH:26][C:25]([O:28][CH3:29])=[CH:24][CH:23]=2)[S:8]([C:11]2[CH:20]=[CH:19][C:14]([C:15]([O:17]C)=[O:16])=[CH:13][CH:12]=2)(=[O:10])=[O:9])=[CH:4][CH:3]=1.[OH-].[Na+]. The catalyst is CO.C1COCC1. The product is [F:1][C:2]1[CH:31]=[CH:30][C:5]([CH2:6][N:7]([CH2:21][C:22]2[CH:27]=[CH:26][C:25]([O:28][CH3:29])=[CH:24][CH:23]=2)[S:8]([C:11]2[CH:12]=[CH:13][C:14]([C:15]([OH:17])=[O:16])=[CH:19][CH:20]=2)(=[O:10])=[O:9])=[CH:4][CH:3]=1. The yield is 0.586.